From a dataset of Peptide-MHC class I binding affinity with 185,985 pairs from IEDB/IMGT. Regression. Given a peptide amino acid sequence and an MHC pseudo amino acid sequence, predict their binding affinity value. This is MHC class I binding data. (1) The peptide sequence is LLVLCVTQV. The MHC is HLA-A02:03 with pseudo-sequence HLA-A02:03. The binding affinity (normalized) is 0.663. (2) The binding affinity (normalized) is 0.358. The peptide sequence is SAEVAELYR. The MHC is HLA-A31:01 with pseudo-sequence HLA-A31:01. (3) The MHC is HLA-A02:06 with pseudo-sequence HLA-A02:06. The binding affinity (normalized) is 0.627. The peptide sequence is ALIFILLTAV. (4) The peptide sequence is YHQRFVQAL. The MHC is HLA-B46:01 with pseudo-sequence HLA-B46:01. The binding affinity (normalized) is 0.0847. (5) The peptide sequence is KSKPRIHGY. The MHC is HLA-A02:01 with pseudo-sequence HLA-A02:01. The binding affinity (normalized) is 0.0847. (6) The peptide sequence is VALMLQGNK. The MHC is HLA-A11:01 with pseudo-sequence HLA-A11:01. The binding affinity (normalized) is 0.364.